From a dataset of Full USPTO retrosynthesis dataset with 1.9M reactions from patents (1976-2016). Predict the reactants needed to synthesize the given product. (1) The reactants are: [CH2:1]([C:5]1[N:6]=[C:7]2[CH:15]=[CH:14][CH:13]=[CH:12][N:8]2[C:9](=[O:11])[CH:10]=1)[CH2:2][CH2:3][CH3:4].[Br:16]N1C(=O)CCC1=O. Given the product [Br:16][C:10]1[C:9](=[O:11])[N:8]2[CH:12]=[CH:13][CH:14]=[CH:15][C:7]2=[N:6][C:5]=1[CH2:1][CH2:2][CH2:3][CH3:4], predict the reactants needed to synthesize it. (2) Given the product [C:4]1([NH2:1])[C:5]2[CH:6]=[CH:7][CH:8]=[C:9]([NH2:14])[C:10]=2[CH:11]=[CH:12][CH:13]=1, predict the reactants needed to synthesize it. The reactants are: [N+:1]([C:4]1[CH:13]=[CH:12][CH:11]=[C:10]2[C:5]=1[CH:6]=[CH:7][CH:8]=[C:9]2[NH2:14])([O-])=O.[H][H]. (3) Given the product [C:1]([O:4][C:5]1[CH:12]=[CH:11][C:8]([CH:9]=[CH2:10])=[CH:7][CH:6]=1)(=[O:3])[CH3:2].[C:13]([O:18][C:19]([CH3:22])([CH3:21])[CH3:20])(=[O:17])[C:14]([CH3:16])=[CH2:15].[CH:23]([C:25]1[CH:34]=[CH:33][C:28]([C:29]([O:31][CH3:32])=[O:30])=[CH:27][CH:26]=1)=[CH2:24], predict the reactants needed to synthesize it. The reactants are: [C:1]([O:4][C:5]1[CH:12]=[CH:11][C:8]([CH:9]=[CH2:10])=[CH:7][CH:6]=1)(=[O:3])[CH3:2].[C:13]([O:18][C:19]([CH3:22])([CH3:21])[CH3:20])(=[O:17])[C:14]([CH3:16])=[CH2:15].[CH:23]([C:25]1[CH:34]=[CH:33][C:28]([C:29]([O:31][CH3:32])=[O:30])=[CH:27][CH:26]=1)=[CH2:24].N(C(C)(C)C(OC)=O)=NC(C)(C)C(OC)=O. (4) Given the product [NH2:1][C:2]1[N:11]=[C:10]([CH3:12])[C:9]2[C:8](=[O:13])[CH2:7][CH:6]([C:14]3[CH:19]=[CH:18][CH:17]=[CH:16][C:15]=3[C:21]([NH2:23])=[O:22])[CH2:5][C:4]=2[N:3]=1, predict the reactants needed to synthesize it. The reactants are: [NH2:1][C:2]1[N:11]=[C:10]([CH3:12])[C:9]2[C:8](=[O:13])[CH2:7][CH:6]([C:14]3[CH:19]=[CH:18][CH:17]=[C:16](Br)[CH:15]=3)[CH2:5][C:4]=2[N:3]=1.[CH:21]([NH2:23])=[O:22]. (5) Given the product [F:30][C:27]1[CH:28]=[CH:29][C:24]2[N:25]([C:21]([C:19]3[N:18]=[C:17]([N:31]4[CH2:32][CH2:33][N:34]([C:37]([O:39][CH2:40][C:41]5[CH:46]=[CH:45][CH:44]=[CH:43][CH:42]=5)=[O:38])[CH2:35][CH2:36]4)[CH:16]=[C:15]([NH:14][C@@H:10]4[CH2:11][CH2:12][CH2:13][NH:8][CH2:9]4)[N:20]=3)=[CH:22][N:23]=2)[CH:26]=1, predict the reactants needed to synthesize it. The reactants are: C(OC([N:8]1[CH2:13][CH2:12][CH2:11][C@@H:10]([NH:14][C:15]2[N:20]=[C:19]([C:21]3[N:25]4[CH:26]=[C:27]([F:30])[CH:28]=[CH:29][C:24]4=[N:23][CH:22]=3)[N:18]=[C:17]([N:31]3[CH2:36][CH2:35][N:34]([C:37]([O:39][CH2:40][C:41]4[CH:46]=[CH:45][CH:44]=[CH:43][CH:42]=4)=[O:38])[CH2:33][CH2:32]3)[CH:16]=2)[CH2:9]1)=O)(C)(C)C.FC(F)(F)C(O)=O. (6) The reactants are: [Cl:1][C:2]1[N:7]=[N:6][C:5]([NH2:8])=[C:4]([O:9]C)[CH:3]=1.[Cl:11][C:12]1[CH:13]=[C:14]([S:19](Cl)(=[O:21])=[O:20])[CH:15]=[C:16]([Cl:18])[CH:17]=1.B(Br)(Br)Br.C(Cl)Cl. Given the product [Cl:18][C:16]1[CH:15]=[C:14]([S:19]([NH:8][C:5]2[N:6]=[N:7][C:2]([Cl:1])=[CH:3][C:4]=2[OH:9])(=[O:20])=[O:21])[CH:13]=[C:12]([Cl:11])[CH:17]=1, predict the reactants needed to synthesize it.